From a dataset of Reaction yield outcomes from USPTO patents with 853,638 reactions. Predict the reaction yield, written as a fraction of the theoretical maximum amount of product (1.0 means a 100% yield; for example, 0.34 means a 34% yield). (1) The reactants are [F:1][C:2]([F:15])([F:14])[S:3]([O:6]S(C(F)(F)F)(=O)=O)(=[O:5])=[O:4].[CH3:16][O:17][C:18](=[O:36])[C@H:19]([CH2:28][C:29]1[CH:34]=[CH:33][C:32](O)=[CH:31][CH:30]=1)[NH:20][C:21]([O:23][C:24]([CH3:27])([CH3:26])[CH3:25])=[O:22].N1C=CC=CC=1. The catalyst is ClCCl. The product is [CH3:16][O:17][C:18](=[O:36])[C@@H:19]([NH:20][C:21]([O:23][C:24]([CH3:26])([CH3:25])[CH3:27])=[O:22])[CH2:28][C:29]1[CH:34]=[CH:33][C:32]([O:6][S:3]([C:2]([F:15])([F:14])[F:1])(=[O:5])=[O:4])=[CH:31][CH:30]=1. The yield is 0.900. (2) The reactants are [CH:1]1([N:7]([CH3:24])[C:8]([N:10]2[CH:14]=[C:13]([C:15]3[CH:20]=[CH:19][CH:18]=[C:17]([N+:21]([O-])=O)[CH:16]=3)[N:12]=[CH:11]2)=[O:9])[CH2:6][CH2:5][CH2:4][CH2:3][CH2:2]1. The catalyst is [Pd].C(OCC)(=O)C.CO. The product is [NH2:21][C:17]1[CH:16]=[C:15]([C:13]2[N:12]=[CH:11][N:10]([C:8]([N:7]([CH:1]3[CH2:6][CH2:5][CH2:4][CH2:3][CH2:2]3)[CH3:24])=[O:9])[CH:14]=2)[CH:20]=[CH:19][CH:18]=1. The yield is 1.00. (3) The reactants are [N:1]1[CH:6]=[CH:5][CH:4]=[CH:3][C:2]=1[NH:7][C:8]1[S:9][C:10]([CH:13]=[O:14])=[CH:11][N:12]=1.[BH4-].[K+]. The catalyst is C(O)C.CN(C=O)C. The product is [N:1]1[CH:6]=[CH:5][CH:4]=[CH:3][C:2]=1[NH:7][C:8]1[S:9][C:10]([CH2:13][OH:14])=[CH:11][N:12]=1. The yield is 0.930. (4) The reactants are [Cl:1][C:2]1[CH:9]=[C:6]([CH:7]=O)[C:5]([OH:10])=[CH:4][CH:3]=1.C([BH3-])#N.[Na+].[NH:15]=[C:16]1[N:20]([CH:21]2[CH2:26][CH2:25][NH:24][CH2:23][CH2:22]2)[C:19](=[O:27])[C:18]([C:36]2[CH:41]=[CH:40][C:39]([O:42][CH3:43])=[CH:38][CH:37]=2)([C:28]2[CH:33]=[CH:32][C:31]([O:34][CH3:35])=[CH:30][CH:29]=2)[NH:17]1. The catalyst is C(O)C. The product is [Cl:1][C:2]1[CH:3]=[CH:4][C:5]([OH:10])=[C:6]([CH:9]=1)[CH2:7][N:24]1[CH2:25][CH2:26][CH:21]([N:20]2[C:19](=[O:27])[C:18]([C:36]3[CH:37]=[CH:38][C:39]([O:42][CH3:43])=[CH:40][CH:41]=3)([C:28]3[CH:29]=[CH:30][C:31]([O:34][CH3:35])=[CH:32][CH:33]=3)[NH:17][C:16]2=[NH:15])[CH2:22][CH2:23]1. The yield is 0.330. (5) The reactants are [C:1]([C:3]1[CH:8]=[CH:7][C:6]([C:9]2(O)[CH2:14][CH2:13][N:12]([C:15]([O:17][C:18]([CH3:21])([CH3:20])[CH3:19])=[O:16])[CH2:11][CH2:10]2)=[CH:5][CH:4]=1)#[N:2].O=P(Cl)(Cl)Cl. The catalyst is N1C=CC=CC=1. The product is [C:1]([C:3]1[CH:4]=[CH:5][C:6]([C:9]2[CH2:14][CH2:13][N:12]([C:15]([O:17][C:18]([CH3:21])([CH3:20])[CH3:19])=[O:16])[CH2:11][CH:10]=2)=[CH:7][CH:8]=1)#[N:2]. The yield is 0.740.